This data is from Forward reaction prediction with 1.9M reactions from USPTO patents (1976-2016). The task is: Predict the product of the given reaction. (1) Given the reactants BrCCBr.[Mg].Br[C:7]1[C:16]2[C:11](=[CH:12][CH:13]=[CH:14][CH:15]=2)[CH:10]=[CH:9][C:8]=1[CH3:17].C(O[B:22]1[O:26][C:25]([CH3:28])([CH3:27])[C:24]([CH3:30])([CH3:29])[O:23]1)(C)C, predict the reaction product. The product is: [CH3:29][C:24]1([CH3:30])[C:25]([CH3:28])([CH3:27])[O:26][B:22]([C:7]2[C:16]3[C:11](=[CH:12][CH:13]=[CH:14][CH:15]=3)[CH:10]=[CH:9][C:8]=2[CH3:17])[O:23]1. (2) Given the reactants [CH2:1]([NH:3][C:4]([NH:6][C:7]1[CH:12]=[CH:11][C:10]([C:13]2[N:14]=[C:15]([N:23]3[CH2:28][CH2:27][O:26][CH2:25][CH2:24]3)[C:16]3[CH2:22][CH2:21][NH:20][CH2:19][C:17]=3[N:18]=2)=[CH:9][CH:8]=1)=[O:5])[CH3:2].[CH3:29][C:30]1([C:33](O)=[O:34])[CH2:32][CH2:31]1, predict the reaction product. The product is: [CH2:1]([NH:3][C:4]([NH:6][C:7]1[CH:8]=[CH:9][C:10]([C:13]2[N:14]=[C:15]([N:23]3[CH2:24][CH2:25][O:26][CH2:27][CH2:28]3)[C:16]3[CH2:22][CH2:21][N:20]([C:33]([C:30]4([CH3:29])[CH2:32][CH2:31]4)=[O:34])[CH2:19][C:17]=3[N:18]=2)=[CH:11][CH:12]=1)=[O:5])[CH3:2].